From a dataset of Forward reaction prediction with 1.9M reactions from USPTO patents (1976-2016). Predict the product of the given reaction. (1) Given the reactants [CH3:1][C:2]1([CH3:23])[C:11]2[C:6](=[CH:7][C:8]([NH:12][C:13](=[O:21])[C:14]3[CH:19]=[CH:18][CH:17]=[N:16][C:15]=3F)=[CH:9][CH:10]=2)[NH:5][C:4](=[O:22])[CH2:3]1.Cl.Cl.[NH:26]1[C:30]2=[N:31][CH:32]=[CH:33][C:34]([CH2:35][NH2:36])=[C:29]2[CH2:28][CH2:27]1, predict the reaction product. The product is: [NH:26]1[C:30]2=[N:31][CH:32]=[CH:33][C:34]([CH2:35][NH:36][C:15]3[N:16]=[CH:17][CH:18]=[CH:19][C:14]=3[C:13]([NH:12][C:8]3[CH:7]=[C:6]4[C:11]([C:2]([CH3:23])([CH3:1])[CH2:3][C:4](=[O:22])[NH:5]4)=[CH:10][CH:9]=3)=[O:21])=[C:29]2[CH2:28][CH2:27]1. (2) Given the reactants Br[C:2]1[CH:3]=[CH:4][C:5]2[O:9][C:8](/[CH:10]=[CH:11]/[C:12]3[CH:17]=[CH:16][CH:15]=[CH:14][CH:13]=3)=[N:7][C:6]=2[CH:18]=1.[CH:19]1[C:24]([OH:25])=[CH:23][CH:22]=[C:21]([CH3:26])[CH:20]=1.C(=O)([O-])[O-].[K+].[K+].N1C=CC=CC=1, predict the reaction product. The product is: [CH3:26][C:21]1[CH:20]=[CH:19][C:24]([O:25][C:2]2[CH:3]=[CH:4][C:5]3[O:9][C:8](/[CH:10]=[CH:11]/[C:12]4[CH:17]=[CH:16][CH:15]=[CH:14][CH:13]=4)=[N:7][C:6]=3[CH:18]=2)=[CH:23][CH:22]=1. (3) The product is: [CH2:28]([C:27]([C:25]1[S:26][C:22]([NH:21][CH2:1][C:3]2[CH:12]=[C:11]3[C:6]([C:7]([C:15]4[CH:16]=[CH:17][CH:18]=[CH:19][CH:20]=4)=[CH:8][C:9]([C:13]#[N:14])=[N:10]3)=[CH:5][CH:4]=2)=[N:23][N:24]=1)([OH:32])[CH2:30][CH3:31])[CH3:29]. Given the reactants [CH:1]([C:3]1[CH:12]=[C:11]2[C:6]([C:7]([C:15]3[CH:20]=[CH:19][CH:18]=[CH:17][CH:16]=3)=[CH:8][C:9]([C:13]#[N:14])=[N:10]2)=[CH:5][CH:4]=1)=O.[NH2:21][C:22]1[S:26][C:25]([C:27]([OH:32])([CH2:30][CH3:31])[CH2:28][CH3:29])=[N:24][N:23]=1.CC(O)=O.C(O[BH-](OC(=O)C)OC(=O)C)(=O)C.[Na+], predict the reaction product. (4) Given the reactants [CH2:1]([O:8][C:9]([C:11]1[N:12]=[C:13]([CH:16]([CH2:22][C:23]2[CH:28]=[CH:27][C:26]([O:29][Si](C(C)C)(C(C)C)C(C)C)=[CH:25][CH:24]=2)[CH2:17][C:18]([O:20][CH3:21])=[O:19])[O:14][CH:15]=1)=[O:10])[C:2]1[CH:7]=[CH:6][CH:5]=[CH:4][CH:3]=1.CCCC[N+](CCCC)(CCCC)CCCC.[F-], predict the reaction product. The product is: [CH2:1]([O:8][C:9]([C:11]1[N:12]=[C:13]([CH:16]([CH2:22][C:23]2[CH:28]=[CH:27][C:26]([OH:29])=[CH:25][CH:24]=2)[CH2:17][C:18]([O:20][CH3:21])=[O:19])[O:14][CH:15]=1)=[O:10])[C:2]1[CH:3]=[CH:4][CH:5]=[CH:6][CH:7]=1. (5) Given the reactants [C:1]([CH2:4][CH2:5][C:6]1[C:10]([CH3:11])=[C:9]([CH:12]=O)[NH:8][C:7]=1[CH3:14])([OH:3])=[O:2].[CH3:15][O:16][C:17]1[CH:25]=[C:24]2[C:20]([CH2:21][C:22](=[O:26])[NH:23]2)=[CH:19][CH:18]=1, predict the reaction product. The product is: [CH3:15][O:16][C:17]1[CH:25]=[C:24]2[C:20]([C:21](=[CH:12][C:9]3[NH:8][C:7]([CH3:14])=[C:6]([CH2:5][CH2:4][C:1]([OH:3])=[O:2])[C:10]=3[CH3:11])[C:22](=[O:26])[NH:23]2)=[CH:19][CH:18]=1. (6) Given the reactants [BH4-].[Na+].[CH3:3][N:4]([CH3:19])[C:5]1[CH:10]=[CH:9][C:8]([N:11]=[CH:12][C:13]2[CH:18]=[CH:17][CH:16]=[CH:15][N:14]=2)=[CH:7][CH:6]=1, predict the reaction product. The product is: [CH3:3][N:4]([CH3:19])[C:5]1[CH:6]=[CH:7][C:8]([NH:11][CH2:12][C:13]2[CH:18]=[CH:17][CH:16]=[CH:15][N:14]=2)=[CH:9][CH:10]=1. (7) Given the reactants [F:1][C:2]1[C:3]([C:10]2[CH:15]=[CH:14][C:13]([O:16][CH2:17][C:18]3[CH:23]=[CH:22][C:21]([O:24][CH3:25])=[CH:20][CH:19]=3)=[CH:12][C:11]=2[C:26](=[O:31])[C:27]([CH3:30])([CH3:29])[CH3:28])=[CH:4][C:5]([O:8][CH3:9])=[N:6][CH:7]=1.[BH4-].[Na+].[Cl-].[NH4+], predict the reaction product. The product is: [F:1][C:2]1[C:3]([C:10]2[CH:15]=[CH:14][C:13]([O:16][CH2:17][C:18]3[CH:23]=[CH:22][C:21]([O:24][CH3:25])=[CH:20][CH:19]=3)=[CH:12][C:11]=2[CH:26]([OH:31])[C:27]([CH3:29])([CH3:28])[CH3:30])=[CH:4][C:5]([O:8][CH3:9])=[N:6][CH:7]=1. (8) Given the reactants Cl[C:2]1[N:7]=[N:6][C:5]([N:8]([C@H:10]2[CH2:15][CH2:14][C@H:13]([C:16]#[C:17][CH2:18][N:19]([CH3:21])[CH3:20])[CH2:12][CH2:11]2)[CH3:9])=[CH:4][CH:3]=1.[CH3:22][O-:23].[Na+], predict the reaction product. The product is: [CH3:20][N:19]([CH3:21])[CH2:18][C:17]#[C:16][C@H:13]1[CH2:14][CH2:15][C@H:10]([N:8]([C:5]2[N:6]=[N:7][C:2]([O:23][CH3:22])=[CH:3][CH:4]=2)[CH3:9])[CH2:11][CH2:12]1. (9) Given the reactants [NH2:1][C:2]1[C:3]2[C:4]3[C:5](=[N:17][N:18]([CH2:20][C:21]4[C:26]([Cl:27])=[C:25]([O:28][CH3:29])[C:24]([CH3:30])=[CH:23][N:22]=4)[N:19]=2)[CH:6]=[C:7]([CH2:12][C:13]([NH:15][CH3:16])=[O:14])[C:8]=3[CH2:9][S:10][N:11]=1.Cl, predict the reaction product. The product is: [ClH:27].[NH2:1][C:2]1[C:3]2[C:4]3[C:5](=[N:17][N:18]([CH2:20][C:21]4[C:26]([Cl:27])=[C:25]([O:28][CH3:29])[C:24]([CH3:30])=[CH:23][N:22]=4)[N:19]=2)[CH:6]=[C:7]([CH2:12][C:13]([NH:15][CH3:16])=[O:14])[C:8]=3[CH2:9][S:10][N:11]=1. (10) Given the reactants [Na].[CH3:2][CH:3]([C:6](=O)[CH3:7])[CH:4]=O.[CH2:9]([NH:11][C:12](=[O:16])[CH2:13][C:14]#[N:15])[CH3:10], predict the reaction product. The product is: [CH2:9]([N:11]1[C:6]([CH3:7])=[C:3]([CH3:4])[CH:2]=[C:13]([C:14]#[N:15])[C:12]1=[O:16])[CH3:10].